Task: Predict the product of the given reaction.. Dataset: Forward reaction prediction with 1.9M reactions from USPTO patents (1976-2016) (1) Given the reactants [CH3:1][C:2]1[CH:7]=[CH:6][C:5]([C@H:8]([CH:16]2[CH2:21][CH2:20][O:19][CH2:18][CH2:17]2)[C:9]([O:11][C:12]([CH3:15])([CH3:14])[CH3:13])=[O:10])=[CH:4][CH:3]=1.N(C(C)(C)C#N)=NC(C)(C)C#N.[Br:34]N1C(=O)CCC1=O, predict the reaction product. The product is: [Br:34][CH2:1][C:2]1[CH:3]=[CH:4][C:5]([C@H:8]([CH:16]2[CH2:17][CH2:18][O:19][CH2:20][CH2:21]2)[C:9]([O:11][C:12]([CH3:15])([CH3:13])[CH3:14])=[O:10])=[CH:6][CH:7]=1. (2) Given the reactants [F:1][C:2]([F:29])([F:28])[C:3]1[CH:4]=[CH:5][C:6]([O:9][C:10]2[CH:15]=[CH:14][C:13]([O:16][C:17]([N:19]3[CH2:24][CH2:23][CH:22]([S:25][C:26]#[N:27])[CH2:21][CH2:20]3)=[O:18])=[CH:12][CH:11]=2)=[N:7][CH:8]=1.[N-:30]=[N+:31]=[N-:32].[Na+], predict the reaction product. The product is: [F:29][C:2]([F:1])([F:28])[C:3]1[CH:4]=[CH:5][C:6]([O:9][C:10]2[CH:15]=[CH:14][C:13]([O:16][C:17]([N:19]3[CH2:20][CH2:21][CH:22]([S:25][C:26]4[NH:32][N:31]=[N:30][N:27]=4)[CH2:23][CH2:24]3)=[O:18])=[CH:12][CH:11]=2)=[N:7][CH:8]=1.